Predict the reactants needed to synthesize the given product. From a dataset of Full USPTO retrosynthesis dataset with 1.9M reactions from patents (1976-2016). (1) Given the product [CH:20]1[C:19]2[C:15]3([C:12]4[CH:11]=[CH:10][C:9]([OH:8])=[CH:14][CH:13]=4)[CH2:27][CH2:26][CH2:25][CH2:24][CH:16]3[O:17][C:18]=2[CH:23]=[CH:22][CH:21]=1, predict the reactants needed to synthesize it. The reactants are: C([O:8][C:9]1[CH:14]=[CH:13][C:12]([C:15]23[CH2:27][CH2:26][CH2:25][CH2:24][CH:16]2[O:17][C:18]2[CH:23]=[CH:22][CH:21]=[CH:20][C:19]=23)=[CH:11][CH:10]=1)C1C=CC=CC=1.FC1C=CC=CC=1C1(C2C=CC(O)=CC=2)CCCCCC1=O. (2) Given the product [CH:1]([O:4][C:5]([N:7]1[CH2:12][CH2:11][CH:10]([O:13][CH2:14][C:15]2[N:19]=[C:18]([C:20]3[CH:25]=[CH:24][C:23]([N:36]4[CH2:37][CH2:38][C@H:39]([C:40]5[CH:45]=[C:44]([F:46])[CH:43]=[CH:42][C:41]=5[F:47])[C@@H:34]([NH:33][C:32]([C:58]([CH3:61])([CH3:60])[CH3:59])=[O:48])[CH2:35]4)=[N:22][CH:21]=3)[O:17][N:16]=2)[CH2:9][CH2:8]1)=[O:6])([CH3:3])[CH3:2], predict the reactants needed to synthesize it. The reactants are: [CH:1]([O:4][C:5]([N:7]1[CH2:12][CH2:11][CH:10]([O:13][CH2:14][C:15]2[N:19]=[C:18]([C:20]3[CH:21]=[N:22][C:23](Cl)=[CH:24][CH:25]=3)[O:17][N:16]=2)[CH2:9][CH2:8]1)=[O:6])([CH3:3])[CH3:2].C(O[C:32](=[O:48])[NH:33][C@@H:34]1[C@@H:39]([C:40]2[CH:45]=[C:44]([F:46])[CH:43]=[CH:42][C:41]=2[F:47])[CH2:38][CH2:37][NH:36][CH2:35]1)(C)(C)C.CCN(C(C)C)C(C)C.[C:58](O)([CH3:61])([CH3:60])[CH3:59]. (3) The reactants are: Cl[CH2:2][CH2:3][CH2:4][O:5][C:6]1[CH:11]=[CH:10][C:9]([C:12]2[S:13][C:14]([CH2:18][C:19]([N:21]3[CH2:26][CH2:25][CH2:24][CH2:23][CH2:22]3)=[O:20])=[C:15]([CH3:17])[N:16]=2)=[CH:8][CH:7]=1.C(=O)([O-])[O-].[K+].[K+].[I-].[Na+].[NH:35]1[CH2:40][CH2:39][CH2:38][CH2:37][CH2:36]1. Given the product [CH3:17][C:15]1[N:16]=[C:12]([C:9]2[CH:10]=[CH:11][C:6]([O:5][CH2:4][CH2:3][CH2:2][N:35]3[CH2:40][CH2:39][CH2:38][CH2:37][CH2:36]3)=[CH:7][CH:8]=2)[S:13][C:14]=1[CH2:18][C:19](=[O:20])[N:21]1[CH2:26][CH2:25][CH2:24][CH2:23][CH2:22]1, predict the reactants needed to synthesize it. (4) Given the product [CH2:12]1[C:13]2[C:18](=[CH:17][CH:16]=[CH:15][CH:14]=2)[CH2:19][CH2:20][N:11]1[CH2:10][CH:9]([OH:21])[CH2:8][NH:7][C:5](=[O:6])[C:4]1[CH:22]=[CH:23][CH:24]=[C:2]([NH:1][CH:31]2[CH2:32][O:29][CH2:30]2)[CH:3]=1, predict the reactants needed to synthesize it. The reactants are: [NH2:1][C:2]1[CH:3]=[C:4]([CH:22]=[CH:23][CH:24]=1)[C:5]([NH:7][CH2:8][CH:9]([OH:21])[CH2:10][N:11]1[CH2:20][CH2:19][C:18]2[C:13](=[CH:14][CH:15]=[CH:16][CH:17]=2)[CH2:12]1)=[O:6].CC(O)=O.[O:29]1[CH2:32][C:31](=O)[CH2:30]1.[BH3-]C#N.[Na+]. (5) Given the product [CH3:8][C:5]1[N:4]=[CH:3][C:2]([O:1][C:11](=[O:12])[N:10]([CH3:9])[C:14]2[CH:19]=[CH:18][CH:17]=[CH:16][CH:15]=2)=[CH:7][CH:6]=1, predict the reactants needed to synthesize it. The reactants are: [OH:1][C:2]1[CH:3]=[N:4][C:5]([CH3:8])=[CH:6][CH:7]=1.[CH3:9][N:10]([C:14]1[CH:19]=[CH:18][CH:17]=[CH:16][CH:15]=1)[C:11](Cl)=[O:12].